From a dataset of Forward reaction prediction with 1.9M reactions from USPTO patents (1976-2016). Predict the product of the given reaction. (1) Given the reactants [C:1](Cl)(=O)[C:2](Cl)=O.[CH3:7][O:8][C:9]1[CH:10]=[C:11]([CH2:19][C:20]([OH:22])=O)[CH:12]=[C:13]([O:17][CH3:18])[C:14]=1[O:15][CH3:16].[Cl-].[Al+3].[Cl-].[Cl-].C=C.[S:29](=[O:32])([OH:31])[O-:30].[Na+], predict the reaction product. The product is: [OH:22][C:20]1([S:29]([OH:32])(=[O:31])=[O:30])[CH2:2][CH2:1][C:12]2[C:11](=[CH:10][C:9]([O:8][CH3:7])=[C:14]([O:15][CH3:16])[C:13]=2[O:17][CH3:18])[CH2:19]1. (2) Given the reactants C([O-])([O-])=O.[Na+].[Na+].Br[C:8]1[CH:9]=[N:10][CH:11]=[CH:12][CH:13]=1.[OH:14][C:15]1[CH:20]=[CH:19][C:18](B(O)O)=[CH:17][CH:16]=1, predict the reaction product. The product is: [N:10]1[CH:11]=[CH:12][CH:13]=[C:8]([C:18]2[CH:19]=[CH:20][C:15]([OH:14])=[CH:16][CH:17]=2)[CH:9]=1. (3) The product is: [I:9][C:7]1[C:2]([NH2:1])=[N:3][C:4]([NH2:8])=[CH:5][CH:6]=1. Given the reactants [NH2:1][C:2]1[CH:7]=[CH:6][CH:5]=[C:4]([NH2:8])[N:3]=1.[I:9]N1C(=O)CCC1=O.O, predict the reaction product. (4) Given the reactants Cl.[CH3:2][C:3]1[CH:4]=[C:5]([C:8]2[O:12][N:11]=[C:10]([C@H:13]3[CH2:18][CH2:17][CH2:16][NH:15][CH2:14]3)[N:9]=2)[NH:6][CH:7]=1.[F:19][C:20]1[CH:25]=[C:24]([C:26](O)=[O:27])[CH:23]=[CH:22][N:21]=1, predict the reaction product. The product is: [F:19][C:20]1[CH:25]=[C:24]([C:26]([N:15]2[CH2:16][CH2:17][CH2:18][C@H:13]([C:10]3[N:9]=[C:8]([C:5]4[NH:6][CH:7]=[C:3]([CH3:2])[CH:4]=4)[O:12][N:11]=3)[CH2:14]2)=[O:27])[CH:23]=[CH:22][N:21]=1.